From a dataset of Catalyst prediction with 721,799 reactions and 888 catalyst types from USPTO. Predict which catalyst facilitates the given reaction. (1) Reactant: [Si:1]([O:8][CH2:9][C@@H:10]1[CH2:14][CH2:13][C:12](=[O:15])[N:11]1[C:16]([O:18][CH2:19][C:20]1[CH:25]=[CH:24][CH:23]=[CH:22][CH:21]=1)=[O:17])([C:4]([CH3:7])([CH3:6])[CH3:5])([CH3:3])[CH3:2].[Li+].[OH-].CN(C(ON1N=NC2C=CC=CC1=2)=[N+](C)C)C.F[P-](F)(F)(F)(F)F.[C:52]([N:59]1[CH2:64][CH2:63][NH:62][CH2:61][CH2:60]1)([O:54][C:55]([CH3:58])([CH3:57])[CH3:56])=[O:53]. Product: [CH2:19]([O:18][C:16]([NH:11][C@H:10]([CH2:9][O:8][Si:1]([C:4]([CH3:7])([CH3:5])[CH3:6])([CH3:3])[CH3:2])[CH2:14][CH2:13][C:12]([N:62]1[CH2:61][CH2:60][N:59]([C:52]([O:54][C:55]([CH3:58])([CH3:57])[CH3:56])=[O:53])[CH2:64][CH2:63]1)=[O:15])=[O:17])[C:20]1[CH:25]=[CH:24][CH:23]=[CH:22][CH:21]=1. The catalyst class is: 249. (2) Reactant: [CH2:1]([C@@H:8]1[NH:13][CH2:12][CH2:11][N:10]([C:14]2[CH:19]=[CH:18][C:17]([O:20][CH3:21])=[C:16]([O:22][CH:23]3[CH2:27][CH2:26][CH2:25][CH2:24]3)[CH:15]=2)[CH2:9]1)[C:2]1[CH:7]=[CH:6][CH:5]=[CH:4][CH:3]=1.C(N(CC)CC)C.Cl[C:36]([O:38][CH2:39][CH3:40])=[O:37].C([O-])(O)=O.[Na+]. Product: [CH2:39]([O:38][C:36]([N:13]1[CH2:12][CH2:11][N:10]([C:14]2[CH:19]=[CH:18][C:17]([O:20][CH3:21])=[C:16]([O:22][CH:23]3[CH2:27][CH2:26][CH2:25][CH2:24]3)[CH:15]=2)[CH2:9][C@@H:8]1[CH2:1][C:2]1[CH:3]=[CH:4][CH:5]=[CH:6][CH:7]=1)=[O:37])[CH3:40]. The catalyst class is: 49. (3) Reactant: Cl[C:2]1[CH:7]=[C:6](Cl)[N:5]=[CH:4][N:3]=1.C(OC(C)(C)C)(=O)[NH:10][NH2:11].CCN(C(C)C)C(C)C.[NH:27]1[CH2:32][CH2:31][O:30][CH2:29][CH2:28]1.C(O)(C(F)(F)F)=O. Product: [N:27]1([C:6]2[N:5]=[CH:4][N:3]=[C:2]([NH:10][NH2:11])[CH:7]=2)[CH2:32][CH2:31][O:30][CH2:29][CH2:28]1. The catalyst class is: 511. (4) Reactant: Cl[C:2]1[CH:7]=[CH:6][C:5]([S:8][CH2:9][CH2:10][CH2:11][CH2:12][CH2:13][CH2:14][CH2:15]C(O)=O)=[CH:4][CH:3]=1.SC1C=CC=CC=1[OH:26].BrCC1C=CC(C[C:36]([OH:38])=[O:37])=CC=1.[OH-].[K+]. Product: [OH:26][C:4]1[CH:3]=[CH:2][CH:7]=[CH:6][C:5]=1[S:8][CH2:9][C:10]1[CH:11]=[CH:12][C:13]([C:36]([OH:38])=[O:37])=[CH:14][CH:15]=1. The catalyst class is: 2. (5) Reactant: [N:1]1[CH:6]=[CH:5][CH:4]=[CH:3][C:2]=1[CH2:7][OH:8].C1N=CN([C:14](N2C=NC=C2)=[O:15])C=1.[NH2:21][CH:22]1[CH2:27][CH2:26][CH:25]([CH2:28][O:29][C:30]([N:32]2[CH2:36][CH2:35][CH2:34][CH2:33]2)=[O:31])[CH2:24][CH2:23]1. Product: [N:1]1[CH:6]=[CH:5][CH:4]=[CH:3][C:2]=1[CH2:7][O:8][C:14]([NH:21][CH:22]1[CH2:27][CH2:26][CH:25]([CH2:28][O:29][C:30]([N:32]2[CH2:36][CH2:35][CH2:34][CH2:33]2)=[O:31])[CH2:24][CH2:23]1)=[O:15]. The catalyst class is: 20. (6) Reactant: [Cl:1][C:2]1[CH:3]=[C:4]([N:9]=[C:10]=[O:11])[CH:5]=[CH:6][C:7]=1[Cl:8].Cl.Cl.[N:14]1([CH2:20][CH2:21][CH2:22][N:23]2[CH2:29][CH2:28][NH:27][CH2:26][CH2:25][S:24]2(=[O:31])=[O:30])[CH2:19][CH2:18][CH2:17][CH2:16][CH2:15]1.C(N(CC)CC)C. Product: [Cl:1][C:2]1[CH:3]=[C:4]([NH:9][C:10]([N:27]2[CH2:26][CH2:25][S:24](=[O:30])(=[O:31])[N:23]([CH2:22][CH2:21][CH2:20][N:14]3[CH2:15][CH2:16][CH2:17][CH2:18][CH2:19]3)[CH2:29][CH2:28]2)=[O:11])[CH:5]=[CH:6][C:7]=1[Cl:8]. The catalyst class is: 7. (7) Reactant: [CH3:1][C:2]1[CH2:7][CH2:6][C@@H:5]([C:8](Cl)=[O:9])[CH2:4][CH:3]=1.[CH3:11][O:12][C:13]([C:15]1[S:16][C:17]([C:31]#[C:32][C:33]([CH3:36])([CH3:35])[CH3:34])=[CH:18][C:19]=1[NH:20][CH:21]1[CH2:30][CH2:29][C:24]2([O:28][CH2:27][CH2:26][O:25]2)[CH2:23][CH2:22]1)=[O:14].[O-]P([O-])([O-])=O.[K+].[K+].[K+].CCOC(C)=O. Product: [CH3:11][O:12][C:13]([C:15]1[S:16][C:17]([C:31]#[C:32][C:33]([CH3:36])([CH3:35])[CH3:34])=[CH:18][C:19]=1[N:20]([CH:21]1[CH2:30][CH2:29][C:24]2([O:28][CH2:27][CH2:26][O:25]2)[CH2:23][CH2:22]1)[C:8]([C@@H:5]1[CH2:6][CH2:7][C:2]([CH3:1])=[CH:3][CH2:4]1)=[O:9])=[O:14]. The catalyst class is: 68.